From a dataset of Reaction yield outcomes from USPTO patents with 853,638 reactions. Predict the reaction yield, written as a fraction of the theoretical maximum amount of product (1.0 means a 100% yield; for example, 0.34 means a 34% yield). The reactants are [Br:1]Br.[OH:3][C:4]1[CH:5]=[C:6]([CH:11]=[CH:12][CH:13]=1)[C:7]([O:9][CH3:10])=[O:8]. The catalyst is ClCCl. The product is [Br:1][C:11]1[CH:12]=[CH:13][C:4]([OH:3])=[CH:5][C:6]=1[C:7]([O:9][CH3:10])=[O:8]. The yield is 0.930.